From a dataset of Drug-target binding data from BindingDB using Ki measurements. Regression. Given a target protein amino acid sequence and a drug SMILES string, predict the binding affinity score between them. We predict pKi (pKi = -log10(Ki in M); higher means stronger inhibition). Dataset: bindingdb_ki. (1) The compound is COc1ccc(OC[C@H]2CN(C)CC[C@@H]2c2ccccc2)cc1. The target is MLLARMKPQVQPELGGADQ. The pKi is 6.9. (2) The target is MLLARMKPQVQPELGGADQ. The pKi is 7.0. The compound is CC(N)Cc1ccc2c(c1)OCO2. (3) The drug is COc1ccc2c(O[C@H]3C[C@H]4C(=O)NCCCCC/C=C\[C@@H]5C[C@@]5(C(=O)NS(=O)(=O)C5CC5)NC(=O)[C@@H]4C3)cc(-c3nc(C(C)C)cs3)nc2c1C. The target protein sequence is APXTAYAQQTRGLLGCIXTSLTGRDKNQVEGEVQIVSTAAQTFLATCINGVCWTVYHGAGTRTIASPKGPVIQMYTNVDKDLVGWPAPQGARSLTPCXCGSSDLYLVTRHADVIPVRRRGDXRGSLLSPRPISYLKGSSGGPLLCPAGHAVGIFRAAVCTRGVAKAVDFIPVESLETTMRSPVFTDNSSPPAVPQSFQVAHLHAPTGSGKSTRVPAAYAAQGYKVLVLNPSVAATLGFGAYMSKAHGVDPNVRTGVRTITTGSPITYSTYGKFLADGGCSGGAYDIIICDECHSTDATSILGIGTVLDQAETAGARLVVLATATPPGSVTVXHPNIEEVALSTTGEIPFYGKAIPLEXIKGGRHLIFCHSKKKCDELAAKLXXLGINAVAYYRGLDVSVIPTSGDVVVVATDALMTGFTGDFDSVIDCNTCVTQTVDFSLDPTFTLETTTLPQDAVXRTQRRGRTGRGRPGIYRFVTPGERPSGMFDSSVLCECYDAGCA.... The pKi is 8.0. (4) The small molecule is CCC(CC)CN(C[C@@H](O)[C@H](Cc1ccccc1)NC(=O)O[C@H]1CO[C@H]2OCC[C@@H]12)S(=O)(=O)c1ccc(OC)cc1. The target protein sequence is PQITLWKRPLVTVKIGGQLREALLDTGADDTVLEDINLPGKWKPKMIGGIGGFIKVKQYEQVLIEICGKKAIGTVLVGPTPVNIIGRNMLTQIGCTLNF. The pKi is 10. (5) The drug is CC(O)(C(O)CO[PH]([O-])([O-])O)C(O)C(O)C(=O)[O-]. The target protein (P52209) has sequence MAQADIALIGLAVMGQNLILNMNDHGFVVCAFNRTVSKVDDFLANEAKGTKVVGAQSLKEMVSKLKKPRRIILLVKAGQAVDDFIEKLVPLLDTGDIIIDGGNSEYRDTTRRCRDLKAKGILFVGSGVSGGEEGARYGPSLMPGGNKEAWPHIKTIFQGIAAKVGTGEPCCDWVGDEGAGHFVKMVHNGIEYGDMQLICEAYHLMKDVLGMAQDEMAQAFEDWNKTELDSFLIEITANILKFQDTDGKHLLPKIRDSAGQKGTGKWTAISALEYGVPVTLIGEAVFARCLSSLKDERIQASKKLKGPQKFQFDGDKKSFLEDIRKALYASKIISYAQGFMLLRQAATEFGWTLNYGGIALMWRGGCIIRSVFLGKIKDAFDRNPELQNLLLDDFFKSAVENCQDSWRRAVSTGVQAGIPMPCFTTALSFYDGYRHEMLPASLIQAQRDYFGAHTYELLAKPGQFIHTNWTGHGGTVSSSSYNA. The pKi is 4.8. (6) The small molecule is CC1(Cc2ccccc2)C(=O)NC2(CCCC2)CN1Cc1ccc2cc3c(cc2n1)C[C@]1(C3)C(=O)Nc2ncccc21. The target protein sequence is MGFQKFSPFLALSILVLLQAGSLHAAPFRSALESSPADPATLSEDEARLLLAALVQNYVQMKASELEQEQEREGSRIIAQKRACDTATCVTHRLAGLLSRSGGVVKNNFVPTNVGSKAFGRRRRDLQA. The pKi is 7.8.